From a dataset of CYP3A4 inhibition data for predicting drug metabolism from PubChem BioAssay. Regression/Classification. Given a drug SMILES string, predict its absorption, distribution, metabolism, or excretion properties. Task type varies by dataset: regression for continuous measurements (e.g., permeability, clearance, half-life) or binary classification for categorical outcomes (e.g., BBB penetration, CYP inhibition). Dataset: cyp3a4_veith. (1) The compound is Cc1nn(-c2ccc(F)cc2)c(Cl)c1/C=C(\CCC(=O)O)c1nc2ccccc2s1. The result is 0 (non-inhibitor). (2) The result is 1 (inhibitor). The molecule is CC(O)(CS(=O)(=O)c1cccc(C(F)(F)F)c1)C(=O)Nc1ccc(C(F)(F)F)cc1.